This data is from Catalyst prediction with 721,799 reactions and 888 catalyst types from USPTO. The task is: Predict which catalyst facilitates the given reaction. (1) Reactant: [NH2:1][C@@H:2]1[C:8](=[O:9])[N:7]([CH2:10][CH:11]2[CH2:13][CH2:12]2)[C:6]2[CH:14]=[CH:15][CH:16]=[CH:17][C:5]=2[O:4][C@@H:3]1[C:18]1[CH:23]=[CH:22][CH:21]=[CH:20][CH:19]=1.[F:24][C:25]1[CH:26]=[C:27]([CH2:32][C:33]([NH:35][C@H:36]([C:38](O)=[O:39])[CH3:37])=[O:34])[CH:28]=[C:29]([F:31])[CH:30]=1.C1C=CC2N(O)N=NC=2C=1.CN1CCOCC1.CCN=C=NCCCN(C)C.Cl. Product: [CH:11]1([CH2:10][N:7]2[C:6]3[CH:14]=[CH:15][CH:16]=[CH:17][C:5]=3[O:4][C@H:3]([C:18]3[CH:23]=[CH:22][CH:21]=[CH:20][CH:19]=3)[C@H:2]([NH:1][C:38](=[O:39])[C@H:36]([CH3:37])[NH:35][C:33](=[O:34])[CH2:32][C:27]3[CH:28]=[C:29]([F:31])[CH:30]=[C:25]([F:24])[CH:26]=3)[C:8]2=[O:9])[CH2:13][CH2:12]1. The catalyst class is: 4. (2) Reactant: O[CH2:2][C:3]([C:5]1[CH:10]=[CH:9][CH:8]=[CH:7][C:6]=1[CH3:11])=[O:4].[C:12](=[O:15])([O-])[O-].[Cs+].[Cs+].C(Br)[C:19]1[CH:24]=[CH:23][CH:22]=[CH:21][CH:20]=1. Product: [CH2:12]([O:15][C:8]1[CH:9]=[CH:10][C:5]([C:3](=[O:4])[CH3:2])=[C:6]([CH3:11])[CH:7]=1)[C:19]1[CH:24]=[CH:23][CH:22]=[CH:21][CH:20]=1. The catalyst class is: 3. (3) Reactant: [Cl:1][C:2]1[CH:3]=[C:4]([C:9](=O)[CH2:10][C:11]2[CH:16]=[CH:15][CH:14]=[CH:13][CH:12]=2)[CH:5]=[CH:6][C:7]=1[F:8].[CH2:18]([O:20][C:21]1[CH:22]=[C:23]([CH:26]=[C:27]([N+:30]([O-:32])=[O:31])[C:28]=1[OH:29])[CH:24]=O)[CH3:19].[NH2:33][C:34]([NH2:36])=[O:35].Cl. Product: [Cl:1][C:2]1[CH:3]=[C:4]([C:9]2[NH:36][C:34](=[O:35])[NH:33][CH:24]([C:23]3[CH:26]=[C:27]([N+:30]([O-:32])=[O:31])[C:28]([OH:29])=[C:21]([O:20][CH2:18][CH3:19])[CH:22]=3)[C:10]=2[C:11]2[CH:16]=[CH:15][CH:14]=[CH:13][CH:12]=2)[CH:5]=[CH:6][C:7]=1[F:8]. The catalyst class is: 8. (4) Reactant: [N:1]1[CH:6]=[CH:5][CH:4]=[N:3][C:2]=1[C:7]1[CH:8]=[C:9]2[C:13](=[CH:14][CH:15]=1)[CH:12]([N:16]1[CH2:19][C:18]3([CH2:24][CH2:23][N:22](C(OC(C)(C)C)=O)[CH2:21][CH2:20]3)[CH2:17]1)[CH2:11][CH2:10]2.[ClH:32].CO. Product: [ClH:32].[ClH:32].[N:1]1[CH:6]=[CH:5][CH:4]=[N:3][C:2]=1[C:7]1[CH:8]=[C:9]2[C:13](=[CH:14][CH:15]=1)[CH:12]([N:16]1[CH2:17][C:18]3([CH2:20][CH2:21][NH:22][CH2:23][CH2:24]3)[CH2:19]1)[CH2:11][CH2:10]2. The catalyst class is: 12. (5) Reactant: [F:1][C:2]1[CH:7]=[CH:6][CH:5]=[CH:4][C:3]=1[CH2:8][C:9]([OH:11])=[O:10].[N+:12]([O-])([OH:14])=[O:13]. Product: [F:1][C:2]1[CH:7]=[CH:6][C:5]([N+:12]([O-:14])=[O:13])=[CH:4][C:3]=1[CH2:8][C:9]([OH:11])=[O:10]. The catalyst class is: 65.